This data is from HIV replication inhibition screening data with 41,000+ compounds from the AIDS Antiviral Screen. The task is: Binary Classification. Given a drug SMILES string, predict its activity (active/inactive) in a high-throughput screening assay against a specified biological target. (1) The compound is CN(C)CCNc1ccc2c(=O)n(CCN(C)C)c(=O)n3c4ccc(N)cc4c(=O)c1c23. The result is 0 (inactive). (2) The molecule is COc1ccc(C=C2C[N+](C)(C)CC(=Cc3ccc(OC)cc3)C2=O)cc1.[I-]. The result is 0 (inactive).